Dataset: Reaction yield outcomes from USPTO patents with 853,638 reactions. Task: Predict the reaction yield, written as a fraction of the theoretical maximum amount of product (1.0 means a 100% yield; for example, 0.34 means a 34% yield). The reactants are Br[C:2]1[CH:3]=[C:4]([CH:25]=[CH:26][CH:27]=1)[O:5][C:6]1[S:10][C:9]([CH2:11][NH:12][C:13]([C:15]2[CH:16]=[C:17]3[C:22](=[CH:23][CH:24]=2)[N:21]=[CH:20][CH:19]=[CH:18]3)=[O:14])=[CH:8][CH:7]=1.C(OCC)(=O)C.O.[CH3:35][N:36](C)C=O. The catalyst is [C-]#N.[Zn+2].[C-]#N.C1C=CC([P]([Pd]([P](C2C=CC=CC=2)(C2C=CC=CC=2)C2C=CC=CC=2)([P](C2C=CC=CC=2)(C2C=CC=CC=2)C2C=CC=CC=2)[P](C2C=CC=CC=2)(C2C=CC=CC=2)C2C=CC=CC=2)(C2C=CC=CC=2)C2C=CC=CC=2)=CC=1. The product is [C:35]([C:2]1[CH:3]=[C:4]([CH:25]=[CH:26][CH:27]=1)[O:5][C:6]1[S:10][C:9]([CH2:11][NH:12][C:13]([C:15]2[CH:16]=[C:17]3[C:22](=[CH:23][CH:24]=2)[N:21]=[CH:20][CH:19]=[CH:18]3)=[O:14])=[CH:8][CH:7]=1)#[N:36]. The yield is 0.210.